From a dataset of Reaction yield outcomes from USPTO patents with 853,638 reactions. Predict the reaction yield, written as a fraction of the theoretical maximum amount of product (1.0 means a 100% yield; for example, 0.34 means a 34% yield). (1) The reactants are C(=O)([O-])[O-].[Na+].[Na+].Cl.O.[NH:9]1[CH2:14][CH2:13][C:12](=[O:15])[CH2:11][CH2:10]1.Br[CH2:17][CH2:18][CH:19]1[O:24][CH2:23][CH2:22][CH2:21][O:20]1. The catalyst is C(#N)C. The product is [O:20]1[CH2:21][CH2:22][CH2:23][O:24][CH:19]1[CH2:18][CH2:17][N:9]1[CH2:14][CH2:13][C:12](=[O:15])[CH2:11][CH2:10]1. The yield is 0.690. (2) The reactants are [C:1]([O:5][C:6](=[O:48])[CH2:7][N:8]1[C:17](=[O:18])[C:16]2[C:11](=[CH:12][C:13]([C:19]([C:21]3[N:29]4[C:24]([CH:25]=[CH:26][CH:27]=[CH:28]4)=[C:23]([C:30]4[CH:45]=[CH:44][C:33]([C:34]([O:36]CC5C=CC=CC=5)=[O:35])=[CH:32][CH:31]=4)[C:22]=3[CH3:46])=[O:20])=[CH:14][CH:15]=2)[NH:10][C:9]1=[O:47])([CH3:4])([CH3:3])[CH3:2].C([O-])=O.[NH4+]. The catalyst is [Pd].CN(C=O)C.C(OC(C)C)(C)C. The product is [C:1]([O:5][C:6](=[O:48])[CH2:7][N:8]1[C:17](=[O:18])[C:16]2[C:11](=[CH:12][C:13]([C:19]([C:21]3[N:29]4[C:24]([CH:25]=[CH:26][CH:27]=[CH:28]4)=[C:23]([C:30]4[CH:45]=[CH:44][C:33]([C:34]([OH:36])=[O:35])=[CH:32][CH:31]=4)[C:22]=3[CH3:46])=[O:20])=[CH:14][CH:15]=2)[NH:10][C:9]1=[O:47])([CH3:4])([CH3:2])[CH3:3]. The yield is 0.850.